Predict the reaction yield, written as a fraction of the theoretical maximum amount of product (1.0 means a 100% yield; for example, 0.34 means a 34% yield). From a dataset of Reaction yield outcomes from USPTO patents with 853,638 reactions. (1) The reactants are [NH:1]1[CH2:6][CH2:5][C:4]2([CH2:15][C:14](=[O:16])[C:13]3[C:8](=[CH:9][CH:10]=[CH:11][CH:12]=3)[O:7]2)[CH2:3][CH2:2]1.[CH:17]([O:20][C:21]1[CH:29]=[CH:28][C:24]([C:25](O)=[O:26])=[CH:23][C:22]=1[O:30][CH3:31])([CH3:19])[CH3:18].CCN(CC)CC.CCN=C=NCCCN(C)C. The catalyst is C(Cl)Cl. The product is [CH:17]([O:20][C:21]1[CH:29]=[CH:28][C:24]([C:25]([N:1]2[CH2:6][CH2:5][C:4]3([CH2:15][C:14](=[O:16])[C:13]4[C:8](=[CH:9][CH:10]=[CH:11][CH:12]=4)[O:7]3)[CH2:3][CH2:2]2)=[O:26])=[CH:23][C:22]=1[O:30][CH3:31])([CH3:19])[CH3:18]. The yield is 0.970. (2) The reactants are Cl[C:2]1[CH:3]=[C:4]([N:23]([CH2:30][CH3:31])[CH:24]2[CH2:29][CH2:28][O:27][CH2:26][CH2:25]2)[C:5]([CH2:21][CH3:22])=[C:6]([CH:20]=1)[C:7]([NH:9][CH2:10][C:11]1[C:12](=[O:19])[NH:13][C:14]([CH3:18])=[CH:15][C:16]=1[CH3:17])=[O:8].C1(P(C2CCCCC2)C2C=CC=CC=2C2C(N(C)C)=CC=CC=2)CCCCC1.[F-].[Cs+].CC1(C)C(C)(C)OB([C:70]2[CH:82]=[CH:81][C:73]([CH2:74][N:75]3[CH2:80][CH2:79][O:78][CH2:77][CH2:76]3)=[CH:72][CH:71]=2)O1. The catalyst is C([O-])(=O)C.C([O-])(=O)C.[Pd+2].CO.COCCOCCOC. The product is [CH3:17][C:16]1[CH:15]=[C:14]([CH3:18])[NH:13][C:12](=[O:19])[C:11]=1[CH2:10][NH:9][C:7]([C:6]1[CH:20]=[C:2]([C:70]2[CH:71]=[CH:72][C:73]([CH2:74][N:75]3[CH2:80][CH2:79][O:78][CH2:77][CH2:76]3)=[CH:81][CH:82]=2)[CH:3]=[C:4]([N:23]([CH2:30][CH3:31])[CH:24]2[CH2:29][CH2:28][O:27][CH2:26][CH2:25]2)[C:5]=1[CH2:21][CH3:22])=[O:8]. The yield is 0.210. (3) The reactants are Cl[C:2]1[N:12]=[C:11]2[C:5]([N:6]([CH3:21])[C:7](=[O:20])[C:8]([CH3:19])([CH3:18])[CH2:9][N:10]2[CH:13]2[CH2:17][CH2:16][CH2:15][CH2:14]2)=[CH:4][N:3]=1.[NH2:22][C:23]1[CH:31]=[CH:30][C:26]([C:27]([OH:29])=[O:28])=[CH:25][C:24]=1OC.O.Cl. The catalyst is C(O)C. The product is [CH:13]1([N:10]2[CH2:9][C:8]([CH3:19])([CH3:18])[C:7](=[O:20])[N:6]([CH3:21])[C:5]3[C:11]2=[N:12][C:2]([NH:22][C:23]2[CH:31]=[CH:30][C:26]([C:27]([OH:29])=[O:28])=[CH:25][CH:24]=2)=[N:3][CH:4]=3)[CH2:17][CH2:16][CH2:15][CH2:14]1. The yield is 0.960. (4) The reactants are [OH:1][C:2]1[C:3]([Br:8])=[N:4][CH:5]=[CH:6][CH:7]=1.[C:9](OC(=O)C)(=[O:11])[CH3:10].C([O-])([O-])=O.[Na+].[Na+]. No catalyst specified. The product is [Br:8][C:3]1[C:2]([O:1][C:9](=[O:11])[CH3:10])=[CH:7][CH:6]=[CH:5][N:4]=1. The yield is 0.990. (5) The reactants are F[C:2]1[CH:9]=[CH:8][CH:7]=[CH:6][C:3]=1[CH:4]=[O:5].[C:10]1([S:16]([O-:18])=[O:17])[CH:15]=[CH:14][CH:13]=[CH:12][CH:11]=1.[Na+]. The catalyst is CS(C)=O. The product is [C:10]1([S:16]([C:2]2[CH:9]=[CH:8][CH:7]=[CH:6][C:3]=2[CH:4]=[O:5])(=[O:18])=[O:17])[CH:15]=[CH:14][CH:13]=[CH:12][CH:11]=1. The yield is 0.760. (6) The reactants are C([CH:9]([O:16][C:17]([NH:19][CH2:20][C:21]1([CH2:27][C:28]([O:30][CH2:31][CH2:32][C:33]#[N:34])=[O:29])[CH2:26][CH2:25][CH2:24][CH2:23][CH2:22]1)=[O:18])[C:10]1[CH:15]=[CH:14][CH:13]=[CH:12][CH:11]=1)(=O)C1C=CC=CC=1.[CH:35]1[CH:40]=[C:39](Cl)[CH:38]=[C:37]([C:42]([O:44]O)=[O:43])[CH:36]=1.C([O-])([O-])=O.[Na+].[Na+]. The catalyst is C(Cl)Cl. The product is [C:42]([O:44][CH:9]([O:16][C:17]([NH:19][CH2:20][C:21]1([CH2:27][C:28]([O:30][CH2:31][CH2:32][C:33]#[N:34])=[O:29])[CH2:22][CH2:23][CH2:24][CH2:25][CH2:26]1)=[O:18])[C:10]1[CH:15]=[CH:14][CH:13]=[CH:12][CH:11]=1)(=[O:43])[C:37]1[CH:38]=[CH:39][CH:40]=[CH:35][CH:36]=1. The yield is 0.750. (7) The reactants are C([O:5][C:6]([CH:8]([NH:12][S:13]([C:16]1[CH:21]=[CH:20][C:19]([C:22]2[CH:27]=[CH:26][C:25]([O:28][C:29]([C:31]3[O:32][C:33]4[CH:39]=[CH:38][CH:37]=[CH:36][C:34]=4[CH:35]=3)=[O:30])=[CH:24][CH:23]=2)=[CH:18][CH:17]=1)(=[O:15])=[O:14])[CH:9]([CH3:11])[CH3:10])=[O:7])(C)(C)C.C(O)(C(F)(F)F)=O. The catalyst is ClCCl. The product is [C:6]([CH:8]([NH:12][S:13]([C:16]1[CH:17]=[CH:18][C:19]([C:22]2[CH:27]=[CH:26][C:25]([O:28][C:29]([C:31]3[O:32][C:33]4[CH:39]=[CH:38][CH:37]=[CH:36][C:34]=4[CH:35]=3)=[O:30])=[CH:24][CH:23]=2)=[CH:20][CH:21]=1)(=[O:14])=[O:15])[CH:9]([CH3:11])[CH3:10])([OH:7])=[O:5]. The yield is 0.760.